From a dataset of NCI-60 drug combinations with 297,098 pairs across 59 cell lines. Regression. Given two drug SMILES strings and cell line genomic features, predict the synergy score measuring deviation from expected non-interaction effect. (1) Drug 1: CC1=C(C(CCC1)(C)C)C=CC(=CC=CC(=CC(=O)O)C)C. Drug 2: CN(C(=O)NC(C=O)C(C(C(CO)O)O)O)N=O. Cell line: KM12. Synergy scores: CSS=1.93, Synergy_ZIP=-0.574, Synergy_Bliss=-1.35, Synergy_Loewe=1.80, Synergy_HSA=-2.57. (2) Drug 1: CC12CCC3C(C1CCC2=O)CC(=C)C4=CC(=O)C=CC34C. Drug 2: C1=CC(=CC=C1CCCC(=O)O)N(CCCl)CCCl. Cell line: COLO 205. Synergy scores: CSS=78.4, Synergy_ZIP=3.99, Synergy_Bliss=3.84, Synergy_Loewe=4.32, Synergy_HSA=4.71. (3) Drug 1: C1CC(=O)NC(=O)C1N2CC3=C(C2=O)C=CC=C3N. Drug 2: CC1=C2C(C(=O)C3(C(CC4C(C3C(C(C2(C)C)(CC1OC(=O)C(C(C5=CC=CC=C5)NC(=O)OC(C)(C)C)O)O)OC(=O)C6=CC=CC=C6)(CO4)OC(=O)C)O)C)O. Cell line: OVCAR3. Synergy scores: CSS=55.5, Synergy_ZIP=1.65, Synergy_Bliss=0.184, Synergy_Loewe=-47.6, Synergy_HSA=1.30. (4) Drug 1: CC=C1C(=O)NC(C(=O)OC2CC(=O)NC(C(=O)NC(CSSCCC=C2)C(=O)N1)C(C)C)C(C)C. Drug 2: C1=NC(=NC(=O)N1C2C(C(C(O2)CO)O)O)N. Cell line: RXF 393. Synergy scores: CSS=60.2, Synergy_ZIP=0.476, Synergy_Bliss=0.977, Synergy_Loewe=2.33, Synergy_HSA=5.09. (5) Drug 1: C1=NC2=C(N=C(N=C2N1C3C(C(C(O3)CO)O)F)Cl)N. Drug 2: CC(C)NC(=O)C1=CC=C(C=C1)CNNC.Cl. Cell line: SN12C. Synergy scores: CSS=7.58, Synergy_ZIP=-4.89, Synergy_Bliss=0.319, Synergy_Loewe=-28.5, Synergy_HSA=-1.05. (6) Drug 1: C(CCl)NC(=O)N(CCCl)N=O. Drug 2: CC1CCCC2(C(O2)CC(NC(=O)CC(C(C(=O)C(C1O)C)(C)C)O)C(=CC3=CSC(=N3)C)C)C. Cell line: UO-31. Synergy scores: CSS=24.3, Synergy_ZIP=-8.17, Synergy_Bliss=-2.56, Synergy_Loewe=-59.3, Synergy_HSA=-7.11. (7) Cell line: OVCAR-5. Synergy scores: CSS=1.64, Synergy_ZIP=3.30, Synergy_Bliss=2.77, Synergy_Loewe=0.536, Synergy_HSA=0.946. Drug 2: CCC1(CC2CC(C3=C(CCN(C2)C1)C4=CC=CC=C4N3)(C5=C(C=C6C(=C5)C78CCN9C7C(C=CC9)(C(C(C8N6C=O)(C(=O)OC)O)OC(=O)C)CC)OC)C(=O)OC)O.OS(=O)(=O)O. Drug 1: C1CCN(CC1)CCOC2=CC=C(C=C2)C(=O)C3=C(SC4=C3C=CC(=C4)O)C5=CC=C(C=C5)O. (8) Drug 1: CCC1=CC2CC(C3=C(CN(C2)C1)C4=CC=CC=C4N3)(C5=C(C=C6C(=C5)C78CCN9C7C(C=CC9)(C(C(C8N6C)(C(=O)OC)O)OC(=O)C)CC)OC)C(=O)OC.C(C(C(=O)O)O)(C(=O)O)O. Drug 2: CCC(=C(C1=CC=CC=C1)C2=CC=C(C=C2)OCCN(C)C)C3=CC=CC=C3.C(C(=O)O)C(CC(=O)O)(C(=O)O)O. Cell line: HCT116. Synergy scores: CSS=51.3, Synergy_ZIP=10.1, Synergy_Bliss=8.29, Synergy_Loewe=-19.2, Synergy_HSA=8.29. (9) Drug 1: C1CN1P(=S)(N2CC2)N3CC3. Drug 2: B(C(CC(C)C)NC(=O)C(CC1=CC=CC=C1)NC(=O)C2=NC=CN=C2)(O)O. Cell line: MALME-3M. Synergy scores: CSS=70.9, Synergy_ZIP=-2.27, Synergy_Bliss=-0.763, Synergy_Loewe=-0.883, Synergy_HSA=-0.797.